Dataset: NCI-60 drug combinations with 297,098 pairs across 59 cell lines. Task: Regression. Given two drug SMILES strings and cell line genomic features, predict the synergy score measuring deviation from expected non-interaction effect. Drug 1: CC1=C(C(CCC1)(C)C)C=CC(=CC=CC(=CC(=O)O)C)C. Drug 2: CCN(CC)CCCC(C)NC1=C2C=C(C=CC2=NC3=C1C=CC(=C3)Cl)OC. Cell line: U251. Synergy scores: CSS=20.4, Synergy_ZIP=-3.12, Synergy_Bliss=4.14, Synergy_Loewe=-11.5, Synergy_HSA=-2.69.